The task is: Predict the reaction yield, written as a fraction of the theoretical maximum amount of product (1.0 means a 100% yield; for example, 0.34 means a 34% yield).. This data is from Reaction yield outcomes from USPTO patents with 853,638 reactions. (1) The reactants are [CH3:1][N:2]1[C:10]2[CH:9]=[C:8]([N:11]3[CH:16]=[CH:15][C:14]([C:17]4[CH:18]=[N:19][C:20]([C:23]([F:26])([F:25])[F:24])=[CH:21][CH:22]=4)=[CH:13][C:12]3=[O:27])[CH:7]=[CH:6][C:5]=2[C:4]2[CH2:28][NH:29][CH2:30][CH2:31][C:3]1=2.[C:32]1(N)C(F)=C(F)C(F)=C(N)C=1F.Cl.Cl. No catalyst specified. The product is [CH3:32][N:29]1[CH2:30][CH2:31][C:3]2[N:2]([CH3:1])[C:10]3[CH:9]=[C:8]([N:11]4[CH:16]=[CH:15][C:14]([C:17]5[CH:18]=[N:19][C:20]([C:23]([F:24])([F:25])[F:26])=[CH:21][CH:22]=5)=[CH:13][C:12]4=[O:27])[CH:7]=[CH:6][C:5]=3[C:4]=2[CH2:28]1. The yield is 0.290. (2) The reactants are [Br:1][C:2]1[CH:3]=[N:4][C:5](I)=[N:6][CH:7]=1.[CH2:9]([Sn](CCCC)(CCCC)C=C)[CH2:10]CC. The catalyst is C1COCC1.C1C=CC([P]([Pd]([P](C2C=CC=CC=2)(C2C=CC=CC=2)C2C=CC=CC=2)([P](C2C=CC=CC=2)(C2C=CC=CC=2)C2C=CC=CC=2)[P](C2C=CC=CC=2)(C2C=CC=CC=2)C2C=CC=CC=2)(C2C=CC=CC=2)C2C=CC=CC=2)=CC=1. The product is [Br:1][C:2]1[CH:3]=[N:4][C:5]([CH:9]=[CH2:10])=[N:6][CH:7]=1. The yield is 0.680. (3) The reactants are [Br:1][C:2]1[CH:3]=[C:4]([CH:9]=[CH:10][C:11]=1[OH:12])[C:5]([O:7][CH3:8])=[O:6].[C:13](OC=C)(=O)[CH3:14].C([O-])([O-])=O.[Na+].[Na+]. The catalyst is C1(C)C=CC=CC=1.C1CC=CCCC=C1.C1CC=CCCC=C1.[Cl-].[Cl-].[Ir].[Ir]. The product is [Br:1][C:2]1[CH:3]=[C:4]([CH:9]=[CH:10][C:11]=1[O:12][CH:13]=[CH2:14])[C:5]([O:7][CH3:8])=[O:6]. The yield is 0.656. (4) The reactants are [F:1][C:2]1[CH:22]=[CH:21][C:5]([C:6]([NH:8][C:9]2[C:17]([CH3:18])=[C:16]([O:19][CH3:20])[CH:15]=[CH:14][C:10]=2[C:11](O)=[O:12])=O)=[CH:4][CH:3]=1.C([NH2:25])=O. No catalyst specified. The product is [F:1][C:2]1[CH:22]=[CH:21][C:5]([C:6]2[N:25]=[C:11]([OH:12])[C:10]3[C:9](=[C:17]([CH3:18])[C:16]([O:19][CH3:20])=[CH:15][CH:14]=3)[N:8]=2)=[CH:4][CH:3]=1. The yield is 0.830. (5) The reactants are [CH2:1]([C:9]1[CH:15]=[CH:14][C:12]([NH2:13])=[CH:11][CH:10]=1)[CH2:2][CH2:3][CH2:4][CH2:5][CH2:6][CH2:7][CH3:8].[N:16]([CH2:19][CH2:20][C:21]([O:23][CH2:24][CH3:25])=[O:22])=[C:17]=[O:18]. The catalyst is C(Cl)Cl. The product is [CH2:1]([C:9]1[CH:10]=[CH:11][C:12]([NH:13][C:17](=[O:18])[NH:16][CH2:19][CH2:20][C:21]([O:23][CH2:24][CH3:25])=[O:22])=[CH:14][CH:15]=1)[CH2:2][CH2:3][CH2:4][CH2:5][CH2:6][CH2:7][CH3:8]. The yield is 0.870. (6) The reactants are [CH2:1]([O:8][C@H:9]1[C@H:14]([O:15][CH2:16][C:17]2[CH:22]=[CH:21][CH:20]=[CH:19][CH:18]=2)[C@@H:13]([CH2:23][O:24][CH2:25][C:26]2[CH:31]=[CH:30][CH:29]=[CH:28][CH:27]=2)[CH2:12][C@@H:11](O)[C@@H:10]1[NH:33][C:34]([N:36]1[CH2:40][CH2:39][CH2:38][CH2:37]1)=[S:35])[C:2]1[CH:7]=[CH:6][CH:5]=[CH:4][CH:3]=1.C1(P(C2C=CC=CC=2)C2C=CC=CC=2)C=CC=CC=1.CC(OC(/N=N/C(OC(C)C)=O)=O)C. The catalyst is C1COCC1. The product is [CH2:1]([O:8][C@@H:9]1[C@H:10]2[N:33]=[C:34]([N:36]3[CH2:40][CH2:39][CH2:38][CH2:37]3)[S:35][C@H:11]2[CH2:12][C@H:13]([CH2:23][O:24][CH2:25][C:26]2[CH:31]=[CH:30][CH:29]=[CH:28][CH:27]=2)[C@H:14]1[O:15][CH2:16][C:17]1[CH:22]=[CH:21][CH:20]=[CH:19][CH:18]=1)[C:2]1[CH:7]=[CH:6][CH:5]=[CH:4][CH:3]=1. The yield is 0.840. (7) The reactants are [Si]([O:8][C@@H:9]1[CH2:13][N:12](C(OC(C)(C)C)=O)[C@H:11]([CH2:21][O:22][C:23]2[CH:32]=[C:31]([O:33][CH3:34])[CH:30]=[C:29]3[C:24]=2[C:25]([NH:35][C:36]2[CH:41]=[CH:40][C:39]([F:42])=[C:38]([Cl:43])[CH:37]=2)=[N:26][CH:27]=[N:28]3)[CH2:10]1)(C(C)(C)C)(C)C.C(#N)C. The catalyst is FC(F)(F)C(O)=O. The product is [Cl:43][C:38]1[CH:37]=[C:36]([CH:41]=[CH:40][C:39]=1[F:42])[NH:35][C:25]1[C:24]2[C:29](=[CH:30][C:31]([O:33][CH3:34])=[CH:32][C:23]=2[O:22][CH2:21][C@H:11]2[NH:12][CH2:13][C@@H:9]([OH:8])[CH2:10]2)[N:28]=[CH:27][N:26]=1. The yield is 0.510. (8) The reactants are [NH2:1][C:2]1[N:7]=[CH:6][N:5]=[C:4]([NH:8][C@H:9]([C:11]2[N:16]([C:17]3[CH:22]=[CH:21][CH:20]=[CH:19][CH:18]=3)[C:15](=[O:23])[C:14]3=[C:24]([CH3:27])[CH:25]=[CH:26][N:13]3[N:12]=2)[CH3:10])[C:3]=1Br.[F:29][CH:30]([F:47])[C:31]1[CH:32]=[C:33]([OH:46])[CH:34]=[C:35](B2OC(C)(C)C(C)(C)O2)[CH:36]=1.C(=O)([O-])[O-].[Cs+].[Cs+]. The catalyst is O1CCOCC1.C(OCC)(=O)C. The product is [NH2:1][C:2]1[N:7]=[CH:6][N:5]=[C:4]([NH:8][C@H:9]([C:11]2[N:16]([C:17]3[CH:22]=[CH:21][CH:20]=[CH:19][CH:18]=3)[C:15](=[O:23])[C:14]3=[C:24]([CH3:27])[CH:25]=[CH:26][N:13]3[N:12]=2)[CH3:10])[C:3]=1[C:35]1[CH:34]=[C:33]([OH:46])[CH:32]=[C:31]([CH:30]([F:47])[F:29])[CH:36]=1. The yield is 0.640. (9) The reactants are [CH3:1][CH:2]([C:7]([O:9]C)=O)[C:3](OC)=[O:4].[NH2:11][C:12]1[NH:16][N:15]=[C:14]([C:17]2[CH:22]=[CH:21][CH:20]=[CH:19][CH:18]=2)[CH:13]=1.C[O-].[Na+]. The catalyst is CO. The product is [OH:9][C:7]1[N:16]2[N:15]=[C:14]([C:17]3[CH:22]=[CH:21][CH:20]=[CH:19][CH:18]=3)[CH:13]=[C:12]2[NH:11][C:3](=[O:4])[C:2]=1[CH3:1]. The yield is 0.950. (10) The reactants are [CH2:1]([O:3][C:4]1[C:8]([CH2:9][CH2:10][CH2:11][OH:12])=[CH:7][N:6]([C:13]2[CH:18]=[CH:17][C:16]([C:19]([F:22])([F:21])[F:20])=[CH:15][N:14]=2)[N:5]=1)[CH3:2].[CH2:23]([O:25][C:26]1[CH:31]=[C:30](O)[CH:29]=[CH:28][C:27]=1[CH2:33][CH2:34][C:35]([O:37]CC)=[O:36])[CH3:24].C(P(CCCC)CCCC)CCC.N(C(N1CCCCC1)=O)=NC(N1CCCCC1)=O. The catalyst is O1CCCC1. The product is [CH2:23]([O:25][C:26]1[CH:31]=[C:30]([O:12][CH2:11][CH2:10][CH2:9][C:8]2[C:4]([O:3][CH2:1][CH3:2])=[N:5][N:6]([C:13]3[CH:18]=[CH:17][C:16]([C:19]([F:21])([F:20])[F:22])=[CH:15][N:14]=3)[CH:7]=2)[CH:29]=[CH:28][C:27]=1[CH2:33][CH2:34][C:35]([OH:37])=[O:36])[CH3:24]. The yield is 0.670.